Task: Predict the product of the given reaction.. Dataset: Forward reaction prediction with 1.9M reactions from USPTO patents (1976-2016) (1) Given the reactants C[O:2][C:3]1[CH:8]=[C:7]([N+:9]([O-:11])=[O:10])[CH:6]=[CH:5][C:4]=1[C:12]1[S:13][C:14]2[CH:20]=[CH:19][CH:18]=[CH:17][C:15]=2[N:16]=1.B(Br)(Br)Br, predict the reaction product. The product is: [OH:2][C:3]1[CH:8]=[C:7]([N+:9]([O-:11])=[O:10])[CH:6]=[CH:5][C:4]=1[C:12]1[S:13][C:14]2[CH:20]=[CH:19][CH:18]=[CH:17][C:15]=2[N:16]=1. (2) Given the reactants [NH2:1][C:2]1[CH:9]=[CH:8][C:5]([C:6]#[N:7])=[CH:4][C:3]=1I.[F:11][C:12]1[CH:13]=[C:14]([CH:36]=[CH:37][CH:38]=1)[CH2:15][C:16]1[CH:35]=[CH:34][C:19]([C:20]([NH:22][CH2:23][CH2:24][C:25]#[C:26][Si:27]([CH2:32][CH3:33])([CH2:30][CH3:31])[CH2:28][CH3:29])=[O:21])=[CH:18][CH:17]=1.[Cl-].[Li+].C(=O)([O-])[O-].[Na+].[Na+], predict the reaction product. The product is: [C:6]([C:5]1[CH:4]=[C:3]2[C:2](=[CH:9][CH:8]=1)[NH:1][C:26]([Si:27]([CH2:32][CH3:33])([CH2:30][CH3:31])[CH2:28][CH3:29])=[C:25]2[CH2:24][CH2:23][NH:22][C:20](=[O:21])[C:19]1[CH:18]=[CH:17][C:16]([CH2:15][C:14]2[CH:36]=[CH:37][CH:38]=[C:12]([F:11])[CH:13]=2)=[CH:35][CH:34]=1)#[N:7]. (3) Given the reactants [Br:1][C:2]1[CH:7]=[CH:6][N:5]=[C:4]2[NH:8][CH:9]=[C:10]([CH2:11]N(C)C)[C:3]=12.C1N2CN3CN(C2)CN1C3.[OH2:25], predict the reaction product. The product is: [Br:1][C:2]1[CH:7]=[CH:6][N:5]=[C:4]2[NH:8][CH:9]=[C:10]([CH:11]=[O:25])[C:3]=12. (4) Given the reactants Cl[C:2]1[C:3]2[C:4](=[CH:13][N:14](CC3C=CC(OC)=CC=3)[N:15]=2)[N:5]=[C:6]([C:8]2[S:9][CH:10]=[CH:11][CH:12]=2)[N:7]=1.[CH:25]1([C:28]2[NH:32][N:31]=[C:30]([NH2:33])[CH:29]=2)[CH2:27][CH2:26]1.Cl, predict the reaction product. The product is: [CH:25]1([C:28]2[NH:32][N:31]=[C:30]([NH:33][C:2]3[C:3]4[NH:15][N:14]=[CH:13][C:4]=4[N:5]=[C:6]([C:8]4[S:9][CH:10]=[CH:11][CH:12]=4)[N:7]=3)[CH:29]=2)[CH2:27][CH2:26]1. (5) Given the reactants [C:1]([C:3]1[CH:10]=[CH:9]C(C=O)=CC=1)#[N:2].O, predict the reaction product. The product is: [NH2:2][CH2:1][CH2:3][CH2:10][N:2]1[CH2:1][CH2:3][CH2:10][CH2:9]1. (6) Given the reactants [N+:1]([O-:4])(O)=[O:2].[NH:5]1[CH2:10][CH2:9][CH:8]([CH2:11][C:12]2[CH:17]=[CH:16][C:15]([OH:18])=[CH:14][CH:13]=2)[CH2:7][CH2:6]1, predict the reaction product. The product is: [N+:1]([C:16]1[CH:17]=[C:12]([CH2:11][CH:8]2[CH2:7][CH2:6][NH:5][CH2:10][CH2:9]2)[CH:13]=[CH:14][C:15]=1[OH:18])([O-:4])=[O:2]. (7) Given the reactants [C:1]([C:4]1[CH:5]=[C:6]2[C:11](=[CH:12][CH:13]=1)[NH:10][CH:9]([C:14]1[CH:19]=[C:18]([O:20][CH3:21])[C:17]([OH:22])=[CH:16][C:15]=1[C:23]1[CH:28]=[CH:27][C:26]([C:29]([OH:31])=O)=[CH:25][C:24]=1[O:32][CH3:33])[CH:8]1[CH2:34][C:35]3[C:40]([CH:7]21)=[CH:39][CH:38]=[CH:37][CH:36]=3)(=[NH:3])[NH2:2].F[P-](F)(F)(F)(F)F.N1(O[P+](N(C)C)(N(C)C)N(C)C)C2C=CC=CC=2N=N1.[CH2:68]([NH2:72])[CH:69]([CH3:71])[CH3:70], predict the reaction product. The product is: [CH2:68]([NH:72][C:29]([C:26]1[CH:27]=[CH:28][C:23]([C:15]2[CH:16]=[C:17]([OH:22])[C:18]([O:20][CH3:21])=[CH:19][C:14]=2[CH:9]2[CH:8]3[CH2:34][C:35]4[C:40]([CH:7]3[C:6]3[C:11](=[CH:12][CH:13]=[C:4]([C:1](=[NH:3])[NH2:2])[CH:5]=3)[NH:10]2)=[CH:39][CH:38]=[CH:37][CH:36]=4)=[C:24]([O:32][CH3:33])[CH:25]=1)=[O:31])[CH:69]([CH3:71])[CH3:70].